The task is: Predict the product of the given reaction.. This data is from Forward reaction prediction with 1.9M reactions from USPTO patents (1976-2016). Given the reactants [CH3:1][C:2]1[C:7]([S:8]([CH3:11])(=[O:10])=[O:9])=[CH:6][CH:5]=[CH:4][C:3]=1[CH:12]1[CH2:17][CH2:16][NH:15][CH2:14][CH2:13]1.C(=O)([O-])[O-].[K+].[K+].I[CH2:25][CH3:26], predict the reaction product. The product is: [CH3:1][C:2]1[C:7]([S:8]([CH3:11])(=[O:10])=[O:9])=[CH:6][CH:5]=[CH:4][C:3]=1[CH:12]1[CH2:17][CH2:16][N:15]([CH2:25][CH3:26])[CH2:14][CH2:13]1.